Dataset: Catalyst prediction with 721,799 reactions and 888 catalyst types from USPTO. Task: Predict which catalyst facilitates the given reaction. (1) Reactant: [Cl:1][C:2]1[C:7]([CH2:8]Cl)=[CH:6][C:5]([CH3:10])=[CH:4][N:3]=1.[N+:11]([N:14]=[C:15]1[NH:19][CH2:18][CH2:17][NH:16]1)([O-:13])=[O:12].C(=O)([O-])[O-].[K+].[K+].[Cl-].[Cs+]. Product: [Cl:1][C:2]1[C:7]([CH2:8][N:16]2[CH2:17][CH2:18][NH:19][C:15]2=[N:14][N+:11]([O-:13])=[O:12])=[CH:6][C:5]([CH3:10])=[CH:4][N:3]=1. The catalyst class is: 10. (2) Reactant: [C:1]([O:5][C:6]([N:8]([CH2:46][C:47]([F:50])([F:49])[F:48])[C:9]1[CH:14]=[C:13]([C:15]2[O:16][CH:17]=[C:18]([C:20]([NH:22][C:23]3[C:24]([N:29]4[C:33](=[O:34])[CH2:32][C@H:31]([NH:35]C(=O)OCC5C=CC=CC=5)[CH2:30]4)=[N:25][N:26]([CH3:28])[CH:27]=3)=[O:21])[N:19]=2)[CH:12]=[CH:11][N:10]=1)=[O:7])([CH3:4])([CH3:3])[CH3:2].C1COCC1. Product: [NH2:35][C@@H:31]1[CH2:30][N:29]([C:24]2[C:23]([NH:22][C:20]([C:18]3[N:19]=[C:15]([C:13]4[CH:12]=[CH:11][N:10]=[C:9]([N:8]([CH2:46][C:47]([F:49])([F:48])[F:50])[C:6](=[O:7])[O:5][C:1]([CH3:4])([CH3:3])[CH3:2])[CH:14]=4)[O:16][CH:17]=3)=[O:21])=[CH:27][N:26]([CH3:28])[N:25]=2)[C:33](=[O:34])[CH2:32]1. The catalyst class is: 352. (3) Reactant: [CH2:1]([O:3][C:4](=[O:13])[C:5]1[C:10]([NH2:11])=[C:9]([NH2:12])[CH:8]=[N:7][CH:6]=1)[CH3:2].[F:14][C:15]([F:25])([F:24])[C:16]1[CH:23]=[CH:22][CH:21]=[CH:20][C:17]=1[CH:18]=O.S(S([O-])=O)([O-])(=O)=O.[Na+].[Na+].O. Product: [CH2:1]([O:3][C:4]([C:5]1[C:10]2[N:11]=[C:18]([C:17]3[CH:20]=[CH:21][CH:22]=[CH:23][C:16]=3[C:15]([F:14])([F:24])[F:25])[NH:12][C:9]=2[CH:8]=[N:7][CH:6]=1)=[O:13])[CH3:2]. The catalyst class is: 3. (4) The catalyst class is: 45. Product: [C:1]([O:5][C:6]([N:8]1[CH2:11][CH:10]([CH:12]2[CH2:13][CH2:14][O:15][CH2:16][CH2:17]2)[CH2:9]1)=[O:7])([CH3:4])([CH3:2])[CH3:3]. Reactant: [C:1]([O:5][C:6]([N:8]1[CH2:11][CH:10]([C:12]2[CH2:13][CH2:14][O:15][CH2:16][CH:17]=2)[CH2:9]1)=[O:7])([CH3:4])([CH3:3])[CH3:2]. (5) Reactant: [CH:1]([C:3]([CH3:5])=[O:4])=[CH2:2].[CH3:6][O:7]C(OC)OC.Cl.[C:14]([O-:17])([O-])=O.[K+].[K+].[CH3:20]O. Product: [CH3:6][O:7][CH2:2][CH2:1][C:3]([O:17][CH3:14])([O:4][CH3:20])[CH3:5]. The catalyst class is: 6. (6) Reactant: [CH2:1]([NH:8][CH2:9][C:10]1[CH:15]=[CH:14][CH:13]=[CH:12][CH:11]=1)[C:2]1[CH:7]=[CH:6][CH:5]=[CH:4][CH:3]=1.[CH3:16][C:17]1[N:22]=[C:21](OS(C(F)(F)F)(=O)=O)[C:20]([N+:31]([O-:33])=[O:32])=[C:19]([NH:34][NH:35][C:36]([O:38][C:39]([CH3:42])([CH3:41])[CH3:40])=[O:37])[CH:18]=1.C(N(CC)CC)C. Product: [CH2:9]([N:8]([CH2:1][C:2]1[CH:7]=[CH:6][CH:5]=[CH:4][CH:3]=1)[C:21]1[C:20]([N+:31]([O-:33])=[O:32])=[C:19]([NH:34][NH:35][C:36]([O:38][C:39]([CH3:41])([CH3:40])[CH3:42])=[O:37])[CH:18]=[C:17]([CH3:16])[N:22]=1)[C:10]1[CH:15]=[CH:14][CH:13]=[CH:12][CH:11]=1. The catalyst class is: 11.